This data is from Full USPTO retrosynthesis dataset with 1.9M reactions from patents (1976-2016). The task is: Predict the reactants needed to synthesize the given product. (1) Given the product [I:1][C:2]1[CH:10]=[CH:9][C:8]([S:11]([CH3:14])(=[O:13])=[O:12])=[CH:7][C:3]=1[C:4]([N:26]1[CH2:25][CH2:24][N:23]([C:20]2[CH:19]=[CH:18][C:17]([C:16]([F:29])([F:30])[F:15])=[CH:22][CH:21]=2)[CH2:28][CH2:27]1)=[O:6], predict the reactants needed to synthesize it. The reactants are: [I:1][C:2]1[CH:10]=[CH:9][C:8]([S:11]([CH3:14])(=[O:13])=[O:12])=[CH:7][C:3]=1[C:4]([OH:6])=O.[F:15][C:16]([F:30])([F:29])[C:17]1[CH:22]=[CH:21][C:20]([N:23]2[CH2:28][CH2:27][NH:26][CH2:25][CH2:24]2)=[CH:19][CH:18]=1. (2) Given the product [NH2:1][C:2]1[CH:9]=[C:8]([O:17][CH2:16][CH:12]2[CH2:13][CH2:14][CH2:15][O:11]2)[C:5]([C:6]#[N:7])=[CH:4][N:3]=1, predict the reactants needed to synthesize it. The reactants are: [NH2:1][C:2]1[CH:9]=[C:8](Cl)[C:5]([C:6]#[N:7])=[CH:4][N:3]=1.[O:11]1[CH2:15][CH2:14][CH2:13][CH:12]1[CH2:16][OH:17].CC(N(C)C)=O.[H-].[Na+].